Dataset: Full USPTO retrosynthesis dataset with 1.9M reactions from patents (1976-2016). Task: Predict the reactants needed to synthesize the given product. (1) Given the product [NH2:1][C:2]1[N:7]=[C:6]2[S:8][N:9]([CH2:12][C:13]([N:14]3[CH2:15][CH2:16][N:17]([C:30]([O:32][C:33]4[CH:34]=[CH:35][C:36]([N+:39]([O-:41])=[O:40])=[CH:37][CH:38]=4)=[O:31])[CH2:18][CH2:19]3)=[O:20])[C:10](=[O:11])[C:5]2=[C:4]([CH3:21])[CH:3]=1, predict the reactants needed to synthesize it. The reactants are: [NH2:1][C:2]1[N:7]=[C:6]2[S:8][N:9]([CH2:12][C:13](=[O:20])[N:14]3[CH2:19][CH2:18][NH:17][CH2:16][CH2:15]3)[C:10](=[O:11])[C:5]2=[C:4]([CH3:21])[CH:3]=1.C(O)(C(F)(F)F)=O.Cl[C:30]([O:32][C:33]1[CH:38]=[CH:37][C:36]([N+:39]([O-:41])=[O:40])=[CH:35][CH:34]=1)=[O:31].CC(=O)OCC. (2) Given the product [NH2:2][C:3]1[C:12]2[N:13]=[C:14]([CH2:38][CH2:39][O:40][CH3:41])[N:15]([CH2:16][CH2:17][CH2:18][N:19]([CH2:24][C:25]3[CH:26]=[C:27]([CH:35]=[CH:36][CH:37]=3)[O:28][CH2:29][C:30]([O:32][CH2:33][CH3:34])=[O:31])[C:20](=[O:23])[CH2:21][N:42]3[CH2:46][CH2:45][CH2:44][CH2:43]3)[C:11]=2[C:10]2[CH:9]=[CH:8][CH:7]=[CH:6][C:5]=2[N:4]=1, predict the reactants needed to synthesize it. The reactants are: Cl.[NH2:2][C:3]1[C:12]2[N:13]=[C:14]([CH2:38][CH2:39][O:40][CH3:41])[N:15]([CH2:16][CH2:17][CH2:18][N:19]([CH2:24][C:25]3[CH:26]=[C:27]([CH:35]=[CH:36][CH:37]=3)[O:28][CH2:29][C:30]([O:32][CH2:33][CH3:34])=[O:31])[C:20](=[O:23])[CH2:21]Cl)[C:11]=2[C:10]2[CH:9]=[CH:8][CH:7]=[CH:6][C:5]=2[N:4]=1.[NH:42]1[CH2:46][CH2:45][CH2:44][CH2:43]1. (3) Given the product [CH3:3][N:4]1[C:8]([C:9]2[CH:14]=[CH:13][CH:12]=[CH:11][CH:10]=2)=[CH:7][CH:6]=[C:5]1[C:15]([OH:17])=[O:16], predict the reactants needed to synthesize it. The reactants are: [OH-].[Li+].[CH3:3][N:4]1[C:8]([C:9]2[CH:14]=[CH:13][CH:12]=[CH:11][CH:10]=2)=[CH:7][CH:6]=[C:5]1[C:15]([O:17]C)=[O:16].CO.